Dataset: Full USPTO retrosynthesis dataset with 1.9M reactions from patents (1976-2016). Task: Predict the reactants needed to synthesize the given product. (1) Given the product [CH3:34][C:24]1[CH:29]=[CH:28][C:27]([S:30]([O:1][CH2:2][C@H:3]2[CH2:4][CH2:5][C@H:6]([NH:9][C:10]([O:11][C:12]([CH3:13])([CH3:15])[CH3:14])=[O:16])[CH2:7][CH2:8]2)(=[O:32])=[O:31])=[CH:26][CH:25]=1, predict the reactants needed to synthesize it. The reactants are: [OH:1][CH2:2][C@H:3]1[CH2:8][CH2:7][C@H:6]([NH:9][C:10](=[O:16])[O:11][C:12]([CH3:15])([CH3:14])[CH3:13])[CH2:5][CH2:4]1.C(N(CC)CC)C.[C:24]1([CH3:34])[CH:29]=[CH:28][C:27]([S:30](Cl)(=[O:32])=[O:31])=[CH:26][CH:25]=1.O. (2) Given the product [ClH:18].[NH:13]1[C:12]([C@@H:8]([NH2:7])[CH2:9][C:10]#[CH:11])=[N:16][N:15]=[N:14]1, predict the reactants needed to synthesize it. The reactants are: C(OC(=O)[NH:7][C@H:8]([C:12]1[NH:16][N:15]=[N:14][N:13]=1)[CH2:9][C:10]#[CH:11])(C)(C)C.[ClH:18]. (3) Given the product [C:4]1([C:5]([O:7][CH2:8][CH3:9])=[O:6])([C:10]([O:12][CH2:13][CH3:14])=[O:11])[CH2:1][CH:17]=[CH:16][CH2:15]1, predict the reactants needed to synthesize it. The reactants are: [CH2:1]([C:4]([CH2:15][CH:16]=[CH2:17])([C:10]([O:12][CH2:13][CH3:14])=[O:11])[C:5]([O:7][CH2:8][CH3:9])=[O:6])C=C.CCCCCCCCCCCCCCCC. (4) Given the product [F:27][C:19]1[CH:18]=[C:17]([C@@H:13]([C@@H:9]2[CH2:10][CH2:11][CH2:12][N:8]2[C:6]([O:5][C:1]([CH3:4])([CH3:3])[CH3:2])=[O:7])[C:14]([N:43]2[CH2:42][CH2:41][N:40]([C:38]3[C:39]4[C@H:31]([CH3:30])[CH2:32][C@@H:33]([OH:46])[C:34]=4[N:35]=[CH:36][N:37]=3)[CH2:45][CH2:44]2)=[O:15])[CH:22]=[CH:21][C:20]=1[C:23]([F:26])([F:24])[F:25], predict the reactants needed to synthesize it. The reactants are: [C:1]([O:5][C:6]([N:8]1[CH2:12][CH2:11][CH2:10][C@H:9]1[C@H:13]([C:17]1[CH:22]=[CH:21][C:20]([C:23]([F:26])([F:25])[F:24])=[C:19]([F:27])[CH:18]=1)[C:14](O)=[O:15])=[O:7])([CH3:4])([CH3:3])[CH3:2].Cl.Cl.[CH3:30][C@H:31]1[C:39]2[C:38]([N:40]3[CH2:45][CH2:44][NH:43][CH2:42][CH2:41]3)=[N:37][CH:36]=[N:35][C:34]=2[C@H:33]([OH:46])[CH2:32]1.C(N(C(C)C)CC)(C)C.CN(C(ON1N=NC2C=CC=CC1=2)=[N+](C)C)C.F[P-](F)(F)(F)(F)F. (5) Given the product [CH3:7][C:2]([C:8]1[CH:13]=[CH:12][CH:11]=[CH:10][N:9]=1)([CH3:1])[C:3]([OH:5])=[O:4], predict the reactants needed to synthesize it. The reactants are: [CH3:1][C:2]([C:8]1[CH:13]=[CH:12][CH:11]=[CH:10][N:9]=1)([CH3:7])[C:3]([O:5]C)=[O:4].[OH-].[Na+]. (6) Given the product [CH2:1]([O:3][C:4]([C:6]1[C:7]([CH3:18])=[C:8]2[C:13]([NH:32][CH:26]3[CH2:31][CH2:30][CH2:29][CH2:28][CH2:27]3)=[C:12]([C:15]#[N:16])[CH:11]=[N:10][N:9]2[CH:17]=1)=[O:5])[CH3:2], predict the reactants needed to synthesize it. The reactants are: [CH2:1]([O:3][C:4]([C:6]1[C:7]([CH3:18])=[C:8]2[C:13](Cl)=[C:12]([C:15]#[N:16])[CH:11]=[N:10][N:9]2[CH:17]=1)=[O:5])[CH3:2].CCN(CC)CC.[CH:26]1([NH2:32])[CH2:31][CH2:30][CH2:29][CH2:28][CH2:27]1.ClCCl. (7) The reactants are: [NH:1]1[C:9]2[C:4](=[N:5][CH:6]=[CH:7][CH:8]=2)[CH:3]=[C:2]1[C:10]([NH2:12])=[O:11].[N+:13]([C:16]1[CH:17]=[C:18]([S:22][S:22][C:18]2[CH:19]=[CH:20][CH:21]=[C:16]([N+:13]([O-:15])=[O:14])[CH:17]=2)[CH:19]=[CH:20][CH:21]=1)([O-:15])=[O:14]. Given the product [N+:13]([C:16]1[CH:17]=[C:18]([S:22][C:3]2[C:4]3=[N:5][CH:6]=[CH:7][CH:8]=[C:9]3[NH:1][C:2]=2[C:10]([NH2:12])=[O:11])[CH:19]=[CH:20][CH:21]=1)([O-:15])=[O:14], predict the reactants needed to synthesize it. (8) Given the product [NH2:20][C:21]1[C:22]([C:29]([N:31]=[C:32]([NH2:35])[NH:1][CH2:2][CH2:3][CH2:4][CH2:5][C:6]2[CH:18]=[CH:17][C:9]([O:10][CH2:11][C:12]([N:14]([CH3:15])[CH3:16])=[O:13])=[CH:8][CH:7]=2)=[O:30])=[N:23][C:24]([Cl:28])=[C:25]([NH2:27])[N:26]=1, predict the reactants needed to synthesize it. The reactants are: [NH2:1][CH2:2][CH2:3][CH2:4][CH2:5][C:6]1[CH:18]=[CH:17][C:9]([O:10][CH2:11][C:12]([N:14]([CH3:16])[CH3:15])=[O:13])=[CH:8][CH:7]=1.I.[NH2:20][C:21]1[C:22]([C:29]([NH:31][C:32](=[NH:35])SC)=[O:30])=[N:23][C:24]([Cl:28])=[C:25]([NH2:27])[N:26]=1.